From a dataset of CYP3A4 inhibition data for predicting drug metabolism from PubChem BioAssay. Regression/Classification. Given a drug SMILES string, predict its absorption, distribution, metabolism, or excretion properties. Task type varies by dataset: regression for continuous measurements (e.g., permeability, clearance, half-life) or binary classification for categorical outcomes (e.g., BBB penetration, CYP inhibition). Dataset: cyp3a4_veith. (1) The drug is C[C@H](NC(=O)NC1CCCc2ccccc21)C(=O)O. The result is 0 (non-inhibitor). (2) The compound is Br.CC(C)CC1CC(=O)OC1(C)C(=O)CSc1nc2ccccc2s1. The result is 1 (inhibitor). (3) The drug is O=c1n(Cc2cc3c(cc2Cl)OCO3)c(=O)n2n1CC[C@H]1/C(=N\OC[C@@H](O)COCc3ccco3)[C@H]3O[C@@H]3[C@@H](O)[C@@H]12. The result is 1 (inhibitor). (4) The drug is COc1cc2c(cc1OC)-c1cc3ccc(OC)c(OC)c3c[n+]1CC2. The result is 0 (non-inhibitor). (5) The molecule is CCC(C)NC(=O)C(NS(=O)(=O)c1cccc2nsnc12)c1ccccc1. The result is 1 (inhibitor). (6) The result is 0 (non-inhibitor). The drug is C[C@@H]1C[C@H](OC(=O)c2ccccc2O)CC(C)(C)C1. (7) The result is 0 (non-inhibitor). The molecule is Cc1noc(C)c1C(=O)N1CCC2(CCCN(Cc3ccc(C#N)cc3)C2)CC1. (8) The drug is COc1ncc2nc(C)c(=O)n(Cc3ccc(F)cc3)c2n1. The result is 1 (inhibitor).